From a dataset of Catalyst prediction with 721,799 reactions and 888 catalyst types from USPTO. Predict which catalyst facilitates the given reaction. Reactant: [F:1][CH:2]([F:29])[C:3]1[CH:8]=[CH:7][CH:6]=[CH:5][C:4]=1[C:9]1[N:14]=[CH:13][N:12]=[C:11]([N:15]2[CH2:20][CH2:19][CH:18]([NH:21][C:22](=[O:28])[O:23][C:24](C)(C)[CH3:25])[CH2:17][CH2:16]2)[CH:10]=1.FC(F)(F)[C:32](O)=[O:33].C([O-])(O)=O.[Na+].C(N(CC)CC)C.ClC(OCCOC)=O. Product: [F:1][CH:2]([F:29])[C:3]1[CH:8]=[CH:7][CH:6]=[CH:5][C:4]=1[C:9]1[N:14]=[CH:13][N:12]=[C:11]([N:15]2[CH2:20][CH2:19][CH:18]([NH:21][C:22](=[O:28])[O:23][CH2:24][CH2:25][O:33][CH3:32])[CH2:17][CH2:16]2)[CH:10]=1. The catalyst class is: 232.